The task is: Predict the product of the given reaction.. This data is from Forward reaction prediction with 1.9M reactions from USPTO patents (1976-2016). (1) Given the reactants Br.[Cl:2][C:3]1[CH:8]=[CH:7][C:6]([C:9]2[S:13][C:12]([NH2:14])=[N:11][C:10]=2[CH3:15])=[CH:5][C:4]=1[S:16]([N:19]1[CH2:24][CH2:23][N:22]([CH3:25])[CH2:21][CH2:20]1)(=[O:18])=[O:17].CCN(C(C)C)C(C)C.[CH2:35]([N:37]=[C:38]=[O:39])[CH3:36], predict the reaction product. The product is: [Cl:2][C:3]1[CH:8]=[CH:7][C:6]([C:9]2[S:13][C:12]([NH:14][C:38]([NH:37][CH2:35][CH3:36])=[O:39])=[N:11][C:10]=2[CH3:15])=[CH:5][C:4]=1[S:16]([N:19]1[CH2:24][CH2:23][N:22]([CH3:25])[CH2:21][CH2:20]1)(=[O:17])=[O:18]. (2) The product is: [CH2:1]([O:3][C:4](=[O:18])[C:5]1[CH:10]=[C:9]([C:11]([F:14])([F:13])[F:12])[C:8]([CH2:15][N:19]2[CH2:23][CH2:22][C@@H:21]([NH:24][C:25](=[O:27])[CH3:26])[CH2:20]2)=[CH:7][C:6]=1[NH2:17])[CH3:2]. Given the reactants [CH2:1]([O:3][C:4](=[O:18])[C:5]1[CH:10]=[C:9]([C:11]([F:14])([F:13])[F:12])[C:8]([CH:15]=O)=[CH:7][C:6]=1[NH2:17])[CH3:2].[NH:19]1[CH2:23][CH2:22][C@@H:21]([NH:24][C:25](=[O:27])[CH3:26])[CH2:20]1, predict the reaction product. (3) Given the reactants CN(C(ON1N=NC2C=CC=CC1=2)=[N+](C)C)C.[B-](F)(F)(F)F.[F:23][C:24]1[CH:25]=[CH:26][C:27]([O:30][CH2:31][CH2:32][C@@H:33]2[CH2:39][C@H:38]3[C@H:36]([CH2:37]3)[CH2:35][NH:34]2)=[N:28][CH:29]=1.[CH3:40][C:41]1[N:46]=[C:45]([C:47](O)=[O:48])[C:44]([N:50]2[CH:54]=[CH:53][CH:52]=[N:51]2)=[CH:43][CH:42]=1.CCN(C(C)C)C(C)C, predict the reaction product. The product is: [F:23][C:24]1[CH:25]=[CH:26][C:27]([O:30][CH2:31][CH2:32][C@@H:33]2[CH2:39][C@H:38]3[C@H:36]([CH2:37]3)[CH2:35][N:34]2[C:47]([C:45]2[C:44]([N:50]3[CH:54]=[CH:53][CH:52]=[N:51]3)=[CH:43][CH:42]=[C:41]([CH3:40])[N:46]=2)=[O:48])=[N:28][CH:29]=1. (4) Given the reactants [I:1][C:2]1[CH:7]=[CH:6][C:5]([CH2:8][C:9]([OH:11])=[O:10])=[CH:4][CH:3]=1.Cl.[CH3:13]O, predict the reaction product. The product is: [I:1][C:2]1[CH:3]=[CH:4][C:5]([CH2:8][C:9]([O:11][CH3:13])=[O:10])=[CH:6][CH:7]=1. (5) Given the reactants [O-:1][CH2:2][CH3:3].[Na+].[Br:5][C:6]1[CH:11]=[CH:10][C:9]([SH:12])=[CH:8][CH:7]=1.C[O:14][C:15]([C@@H:17]1[CH2:21][C@@H:20](OS(C2C=CC(C)=CC=2)(=O)=O)[CH2:19][N:18]1[C:33]([O:35][C:36]([CH3:39])([CH3:38])[CH3:37])=[O:34])=O.[OH-].[Na+], predict the reaction product. The product is: [CH3:3][CH2:2][O:1][C:15]([C@@H:17]1[CH2:21][C@H:20]([S:12][C:9]2[CH:10]=[CH:11][C:6]([Br:5])=[CH:7][CH:8]=2)[CH2:19][N:18]1[C:33]([O:35][C:36]([CH3:39])([CH3:38])[CH3:37])=[O:34])=[O:14].